From a dataset of Full USPTO retrosynthesis dataset with 1.9M reactions from patents (1976-2016). Predict the reactants needed to synthesize the given product. (1) The reactants are: C(OC(N1CCC(=C/C=C/C2C=CC=CC=2)CC1)=O)(C)(C)C.C(OP([CH2:31]/[CH:32]=[CH:33]/[C:34]1[CH:39]=[CH:38][CH:37]=[C:36]([CH3:40])[N:35]=1)(OCC)=O)C.C(P(=O)(OCC)OCC)C=CC1C=CC=CC=1.[CH3:58][C:59]1[N:64]=[C:63]([N:65]2[CH2:70][CH2:69][C:68](=O)[CH2:67][CH2:66]2)[C:62]([N+:72]([O-:74])=[O:73])=[CH:61][CH:60]=1. Given the product [CH3:58][C:59]1[N:64]=[C:63]([N:65]2[CH2:70][CH2:69][C:68](=[CH:31]/[CH:32]=[CH:33]/[C:34]3[CH:39]=[CH:38][CH:37]=[C:36]([CH3:40])[N:35]=3)[CH2:67][CH2:66]2)[C:62]([N+:72]([O-:74])=[O:73])=[CH:61][CH:60]=1, predict the reactants needed to synthesize it. (2) Given the product [OH:11][CH2:10][CH2:9][C:6]1[CH:7]=[CH:8][C:3]([C:1]#[N:2])=[C:4]([O:15][CH3:16])[C:5]=1[CH3:14], predict the reactants needed to synthesize it. The reactants are: [C:1]([C:3]1[CH:8]=[CH:7][C:6]([CH2:9][C:10](OC)=[O:11])=[C:5]([CH3:14])[C:4]=1[O:15][CH3:16])#[N:2].[BH4-].[Li+]. (3) Given the product [F:1][C:2]1[CH:18]=[CH:17][C:5]([O:6][C:7]2[CH:12]=[CH:11][C:10]([CH2:13][CH2:14][N:15]([CH3:16])[C:21]3[NH:22][CH:23]=[C:24]([CH2:28][C:29]4[CH:30]=[N:31][CH:32]=[N:33][CH:34]=4)[C:25](=[O:27])[N:26]=3)=[CH:9][CH:8]=2)=[CH:4][CH:3]=1, predict the reactants needed to synthesize it. The reactants are: [F:1][C:2]1[CH:18]=[CH:17][C:5]([O:6][C:7]2[CH:12]=[CH:11][C:10]([CH2:13][CH2:14][NH:15][CH3:16])=[CH:9][CH:8]=2)=[CH:4][CH:3]=1.CS[C:21]1[NH:22][CH:23]=[C:24]([CH2:28][C:29]2[CH:30]=[N:31][CH:32]=[N:33][CH:34]=2)[C:25](=[O:27])[N:26]=1. (4) The reactants are: [O:1]1[CH2:6][CH:5]=[C:4]([C:7]2[C:8]3[N:9]([N:14]=[C:15]([NH2:17])[N:16]=3)[CH:10]=[C:11]([CH3:13])[CH:12]=2)[CH2:3][CH2:2]1.[CH3:18][C:19]1[N:24]=[CH:23][N:22]=[C:21]([N:25]2[CH2:30][CH2:29][C:28](=O)[CH2:27][CH2:26]2)[CH:20]=1.C(Cl)Cl. Given the product [O:1]1[CH2:2][CH:3]=[C:4]([C:7]2[C:8]3[N:9]([N:14]=[C:15]([NH:17][CH:28]4[CH2:29][CH2:30][N:25]([C:21]5[CH:20]=[C:19]([CH3:18])[N:24]=[CH:23][N:22]=5)[CH2:26][CH2:27]4)[N:16]=3)[CH:10]=[C:11]([CH3:13])[CH:12]=2)[CH2:5][CH2:6]1, predict the reactants needed to synthesize it. (5) Given the product [Cl:9][C:3]1[CH:4]=[C:5]([CH3:8])[CH:6]=[CH:7][C:2]=1[C:46]([O:51][CH3:50])=[O:47], predict the reactants needed to synthesize it. The reactants are: Br[C:2]1[CH:7]=[CH:6][C:5]([CH3:8])=[CH:4][C:3]=1[Cl:9].C1(P(C2C=CC=CC=2)CCCP(C2C=CC=CC=2)C2C=CC=CC=2)C=CC=CC=1.C(N(CC)CC)C.[CH3:46][OH:47].CN(C)[CH:50]=[O:51].